This data is from Full USPTO retrosynthesis dataset with 1.9M reactions from patents (1976-2016). The task is: Predict the reactants needed to synthesize the given product. (1) Given the product [NH2:32][N:21]1[C:20](=[O:33])[C:19]2[C:24](=[C:25]([O:26][CH3:27])[C:16]([N:13]3[CH2:14][CH:15]4[CH:8]([NH2:7])[CH2:9][CH2:10][CH:11]4[CH2:12]3)=[C:17]([F:34])[CH:18]=2)[N:23]([CH:28]2[CH2:30][CH2:29]2)[C:22]1=[O:31], predict the reactants needed to synthesize it. The reactants are: C(OC(=O)[NH:7][CH:8]1[CH:15]2[CH:11]([CH2:12][N:13]([C:16]3[C:25]([O:26][CH3:27])=[C:24]4[C:19]([C:20](=[O:33])[N:21]([NH2:32])[C:22](=[O:31])[N:23]4[CH:28]4[CH2:30][CH2:29]4)=[CH:18][C:17]=3[F:34])[CH2:14]2)[CH2:10][CH2:9]1)(C)(C)C.Cl. (2) The reactants are: COC1C=C[C:6]([CH2:7][NH:8][C:9]2[N:14]=CN=[C:11]([O:15][C:16]3[CH:21]=[CH:20][C:19]([NH:22][C:23]([NH:25][C:26](=[O:35])[CH2:27][C:28]4[CH:33]=[CH:32][C:31]([F:34])=[CH:30][CH:29]=4)=[O:24])=[CH:18][C:17]=3[F:36])[CH:10]=2)=CC=1.NC1C=CC(OC2C=CN=C(N)C=2)=C(F)C=1. Given the product [NH2:14][C:9]1[CH:10]=[C:11]([O:15][C:16]2[CH:21]=[CH:20][C:19]([NH:22][C:23]([NH:25][C:26](=[O:35])[CH2:27][C:28]3[CH:29]=[CH:30][C:31]([F:34])=[CH:32][CH:33]=3)=[O:24])=[CH:18][C:17]=2[F:36])[CH:6]=[CH:7][N:8]=1, predict the reactants needed to synthesize it. (3) The reactants are: [Cl:1][C:2]1[CH:3]=[C:4]([NH:8][C:9]2[N:14]=[C:13]([C:15]3[CH:20]=[CH:19][N:18]=[C:17](Cl)[CH:16]=3)[N:12]=[CH:11][N:10]=2)[CH:5]=[CH:6][CH:7]=1.[CH3:22][O:23][CH2:24][CH:25]([NH2:27])[CH3:26]. Given the product [Cl:1][C:2]1[CH:3]=[C:4]([NH:8][C:9]2[N:14]=[C:13]([C:15]3[CH:20]=[CH:19][N:18]=[C:17]([NH:27][CH:25]([CH3:26])[CH2:24][O:23][CH3:22])[CH:16]=3)[N:12]=[CH:11][N:10]=2)[CH:5]=[CH:6][CH:7]=1, predict the reactants needed to synthesize it. (4) Given the product [F:20][CH:16]([F:21])[N:6]1[C:5](=[O:25])[CH:14]=[CH:13][C:8]([C:9]([O:11][CH3:12])=[O:10])=[CH:7]1, predict the reactants needed to synthesize it. The reactants are: C(N[C:5]1[CH:14]=[CH:13][C:8]([C:9]([O:11][CH3:12])=[O:10])=[CH:7][N:6]=1)(=O)C.Cl[C:16]([F:21])([F:20])C([O-])=O.[Na+].C1OCCOCCOCCOCCOCC[O:25]C1.OS([O-])(=O)=O.[K+]. (5) Given the product [NH2:6][C:7]1[N:12]=[CH:11][N:10]=[C:9]([C:13]2[C:14]([NH:19][C:20]3[CH:21]=[C:22]([NH:27][C:28](=[O:39])[C:29]4[CH:34]=[CH:33][CH:32]=[C:31]([C:35]([F:36])([F:38])[F:37])[CH:30]=4)[CH:23]=[CH:24][C:25]=3[CH3:26])=[N:15][CH:16]=[CH:17][CH:18]=2)[CH:8]=1, predict the reactants needed to synthesize it. The reactants are: COC1C=C(OC)C=CC=1C[NH:6][C:7]1[N:12]=[CH:11][N:10]=[C:9]([C:13]2[C:14]([NH:19][C:20]3[CH:21]=[C:22]([NH:27][C:28](=[O:39])[C:29]4[CH:34]=[CH:33][CH:32]=[C:31]([C:35]([F:38])([F:37])[F:36])[CH:30]=4)[CH:23]=[CH:24][C:25]=3[CH3:26])=[N:15][CH:16]=[CH:17][CH:18]=2)[CH:8]=1.C(O)(C(F)(F)F)=O. (6) The reactants are: [Cl:1][C:2]1[CH:28]=[CH:27][C:5]([CH2:6][N:7]2[C:15]3[C:10](=[CH:11][C:12]([CH:16]=[C:17]4[S:21][CH:20](SCCC)[NH:19][C:18]4=[O:26])=[CH:13][CH:14]=3)[CH:9]=[N:8]2)=[C:4]([C:29]([F:32])([F:31])[F:30])[CH:3]=1.[C:33]([O:37][C:38](=[O:47])[N:39]([CH2:41][CH:42]([OH:46])[CH2:43][NH:44][CH3:45])[CH3:40])([CH3:36])([CH3:35])[CH3:34]. Given the product [C:33]([O:37][C:38](=[O:47])[N:39]([CH2:41][CH:42]([OH:46])[CH2:43][N:44]([C:20]1[S:21][C:17](=[CH:16][C:12]2[CH:11]=[C:10]3[C:15](=[CH:14][CH:13]=2)[N:7]([CH2:6][C:5]2[CH:27]=[CH:28][C:2]([Cl:1])=[CH:3][C:4]=2[C:29]([F:30])([F:31])[F:32])[N:8]=[CH:9]3)[C:18](=[O:26])[N:19]=1)[CH3:45])[CH3:40])([CH3:36])([CH3:34])[CH3:35], predict the reactants needed to synthesize it.